Predict the reaction yield, written as a fraction of the theoretical maximum amount of product (1.0 means a 100% yield; for example, 0.34 means a 34% yield). From a dataset of Reaction yield outcomes from USPTO patents with 853,638 reactions. (1) The reactants are [NH2:1][C:2]1[NH:6][N:5]=[C:4]([CH:7]2[CH2:12][CH2:11][N:10](C(=O)C)[CH2:9][CH2:8]2)[C:3]=1[C:16]1[S:17][C:18]2[CH:24]=[CH:23][CH:22]=[CH:21][C:19]=2[N:20]=1.[OH-].[Na+].[Na+].[Cl-]. The catalyst is Cl. The product is [NH3:1].[S:17]1[C:18]2[CH:24]=[CH:23][CH:22]=[CH:21][C:19]=2[N:20]=[C:16]1[C:3]1[C:4]([CH:7]2[CH2:8][CH2:9][NH:10][CH2:11][CH2:12]2)=[N:5][NH:6][C:2]=1[NH2:1]. The yield is 0.0100. (2) The reactants are [C:1]([O:5][C:6]([N:8]1[CH2:12][C@H:11]([S:13][C:14]([C:27]2[CH:32]=[CH:31][CH:30]=[CH:29][CH:28]=2)([C:21]2[CH:26]=[CH:25][CH:24]=[CH:23][CH:22]=2)[C:15]2[CH:20]=[CH:19][CH:18]=[CH:17][CH:16]=2)[CH2:10][C@H:9]1[CH2:33][OH:34])=[O:7])([CH3:4])([CH3:3])[CH3:2].[F:35][C:36]1[CH:43]=[C:42]([F:44])[C:41]([F:45])=[CH:40][C:37]=1[CH2:38]Br.[H-].[Na+].[NH4+].[Cl-]. The catalyst is CN(C=O)C. The product is [C:1]([O:5][C:6]([N:8]1[CH2:12][C@H:11]([S:13][C:14]([C:15]2[CH:20]=[CH:19][CH:18]=[CH:17][CH:16]=2)([C:27]2[CH:28]=[CH:29][CH:30]=[CH:31][CH:32]=2)[C:21]2[CH:26]=[CH:25][CH:24]=[CH:23][CH:22]=2)[CH2:10][C@H:9]1[CH2:33][O:34][CH2:38][C:37]1[CH:40]=[C:41]([F:45])[C:42]([F:44])=[CH:43][C:36]=1[F:35])=[O:7])([CH3:4])([CH3:3])[CH3:2]. The yield is 0.460. (3) The reactants are [F:1][C:2]1[CH:10]=[C:9]2[C:5]([C:6]([C:11]3[CH:12]=[N:13][N:14]([CH2:16][CH2:17][C:18]([OH:20])=O)[CH:15]=3)=[CH:7][NH:8]2)=[CH:4][CH:3]=1.[CH3:21][N:22]([CH3:26])[CH2:23][CH2:24][NH2:25]. No catalyst specified. The product is [CH3:21][N:22]([CH3:26])[CH2:23][CH2:24][NH:25][C:18](=[O:20])[CH2:17][CH2:16][N:14]1[CH:15]=[C:11]([C:6]2[C:5]3[C:9](=[CH:10][C:2]([F:1])=[CH:3][CH:4]=3)[NH:8][CH:7]=2)[CH:12]=[N:13]1. The yield is 0.150. (4) The reactants are [Br:1][C:2]1[S:6][C:5]([C:7]([S:10]([CH2:13]CC(OC)=O)(=[O:12])=[O:11])([CH3:9])[CH3:8])=[N:4][CH:3]=1.C[O-].[Na+].CI. The catalyst is C1COCC1.CS(C)=O.O. The product is [Br:1][C:2]1[S:6][C:5]([C:7]([S:10]([CH3:13])(=[O:11])=[O:12])([CH3:9])[CH3:8])=[N:4][CH:3]=1. The yield is 0.930. (5) The reactants are [Br:1][C:2]1[CH:3]=[C:4](CC#N)[CH:5]=[C:6]([N+:8]([O-:10])=[O:9])[CH:7]=1.S(=O)(=O)(O)O.[C:19]([OH:22])(=[O:21])[CH3:20]. The catalyst is O. The product is [Br:1][C:2]1[CH:3]=[C:4]([CH2:20][C:19]([OH:22])=[O:21])[CH:5]=[C:6]([N+:8]([O-:10])=[O:9])[CH:7]=1. The yield is 0.490. (6) The reactants are [CH:1]1([P:7]([CH:14]2[CH2:19][CH2:18][CH2:17][CH2:16][CH2:15]2)[CH:8]2[CH2:13][CH2:12][CH2:11][CH2:10][CH2:9]2)[CH2:6][CH2:5][CH2:4][CH2:3][CH2:2]1.F[B-](F)(F)F.[H+].F[B-](F)(F)F.C1([PH+](C2CCCCC2)C2CCCCC2)CCCCC1.[C:50]1([B-:56]([C:69]2[CH:74]=[CH:73][CH:72]=[CH:71][CH:70]=2)([C:63]2[CH:68]=[CH:67][CH:66]=[CH:65][CH:64]=2)[C:57]2[CH:62]=[CH:61][CH:60]=[CH:59][CH:58]=2)[CH:55]=[CH:54][CH:53]=[CH:52][CH:51]=1.[Na+]. No catalyst specified. The product is [C:69]1([B-:56]([C:50]2[CH:51]=[CH:52][CH:53]=[CH:54][CH:55]=2)([C:57]2[CH:58]=[CH:59][CH:60]=[CH:61][CH:62]=2)[C:63]2[CH:68]=[CH:67][CH:66]=[CH:65][CH:64]=2)[CH:70]=[CH:71][CH:72]=[CH:73][CH:74]=1.[CH:14]1([PH+:7]([CH:1]2[CH2:2][CH2:3][CH2:4][CH2:5][CH2:6]2)[CH:8]2[CH2:13][CH2:12][CH2:11][CH2:10][CH2:9]2)[CH2:15][CH2:16][CH2:17][CH2:18][CH2:19]1. The yield is 0.750. (7) The reactants are [Cl:1][C:2]1[CH:7]=[CH:6][N:5]=[C:4]([C@H:8]([OH:51])[CH2:9][CH2:10][N:11]([C@@H:23]2[C:40]3=[CH:41][C:36](=[CH:37][C:38]([O:42][CH3:43])=[N:39]3)[C:35]3[C:30](=[CH:31][C:32]([NH:44][C:45](=[O:48])[O:46][CH3:47])=[CH:33][CH:34]=3)[NH:29][C:28](=[O:49])[C@H:27]([CH3:50])[CH2:26][CH2:25][CH2:24]2)[C:12](=[O:22])[CH2:13][P:14]([O:19][CH2:20][CH3:21])([O:16][CH2:17][CH3:18])=[O:15])[C:3]=1[F:52].CC(OI1(OC(C)=O)(OC(C)=O)OC(=O)C2C=CC=CC1=2)=O. The catalyst is C(Cl)Cl.O. The product is [Cl:1][C:2]1[CH:7]=[CH:6][N:5]=[C:4]([C:8](=[O:51])[CH2:9][CH2:10][N:11]([C@@H:23]2[C:40]3=[CH:41][C:36](=[CH:37][C:38]([O:42][CH3:43])=[N:39]3)[C:35]3[C:30](=[CH:31][C:32]([NH:44][C:45](=[O:48])[O:46][CH3:47])=[CH:33][CH:34]=3)[NH:29][C:28](=[O:49])[C@H:27]([CH3:50])[CH2:26][CH2:25][CH2:24]2)[C:12](=[O:22])[CH2:13][P:14]([O:19][CH2:20][CH3:21])([O:16][CH2:17][CH3:18])=[O:15])[C:3]=1[F:52]. The yield is 0.990.